From a dataset of Full USPTO retrosynthesis dataset with 1.9M reactions from patents (1976-2016). Predict the reactants needed to synthesize the given product. (1) The reactants are: COC(=O)C(NC1C=C(Cl)C=C(Cl)C=1OCC1C=CC=CC=1)=CC([O-])=O.C([O:34][C:35]([C:37]1[C:46]([C:47]2[CH:52]=[CH:51][CH:50]=[CH:49][CH:48]=2)=[C:45]([O:53]CC2C=CC=CC=2)[C:44]2[C:39](=[C:40]([O:61]CC3C=CC=CC=3)[CH:41]=[CH:42][CH:43]=2)[N:38]=1)=[O:36])C1C=CC=CC=1. Given the product [OH:53][C:45]1[C:44]2[C:39](=[C:40]([OH:61])[CH:41]=[CH:42][CH:43]=2)[N:38]=[C:37]([C:35]([OH:36])=[O:34])[C:46]=1[C:47]1[CH:48]=[CH:49][CH:50]=[CH:51][CH:52]=1, predict the reactants needed to synthesize it. (2) The reactants are: Br[C:2]1[CH:7]=[CH:6][C:5]([O:8][CH3:9])=[CH:4][CH:3]=1.C(O)(CC)(C)C.[O-]P([O-])([O-])=O.[K+].[K+].[K+].[C:24]1(=[O:31])[CH2:29][CH2:28][CH2:27][C:26](=[O:30])[CH2:25]1. Given the product [CH3:9][O:8][C:5]1[CH:6]=[CH:7][C:2]([CH:25]2[C:26](=[O:30])[CH2:27][CH2:28][CH2:29][C:24]2=[O:31])=[CH:3][CH:4]=1, predict the reactants needed to synthesize it.